This data is from Forward reaction prediction with 1.9M reactions from USPTO patents (1976-2016). The task is: Predict the product of the given reaction. (1) Given the reactants [C]=O.[O:3]1[C:7]2[CH:8]=[CH:9][C:10]([CH:12]([C:26]3[C:34]4[C:29](=[CH:30][C:31](Br)=[CH:32][CH:33]=4)[N:28]([CH3:36])[CH:27]=3)[C:13]([NH:15][S:16]([C:19]3[CH:24]=[CH:23][C:22]([CH3:25])=[CH:21][CH:20]=3)(=[O:18])=[O:17])=[O:14])=[CH:11][C:6]=2[O:5][CH2:4]1.[CH:37]([O-])=[O:38].[Na+], predict the reaction product. The product is: [O:3]1[C:7]2[CH:8]=[CH:9][C:10]([CH:12]([C:26]3[C:34]4[C:29](=[CH:30][C:31]([CH:37]=[O:38])=[CH:32][CH:33]=4)[N:28]([CH3:36])[CH:27]=3)[C:13]([NH:15][S:16]([C:19]3[CH:24]=[CH:23][C:22]([CH3:25])=[CH:21][CH:20]=3)(=[O:18])=[O:17])=[O:14])=[CH:11][C:6]=2[O:5][CH2:4]1. (2) Given the reactants [CH3:1][Si:2]([CH3:29])([CH3:28])[CH2:3][CH2:4][O:5][CH2:6][NH:7][C:8]([C:10]1[N:14]=[C:13]([C:15]2[CH:16]=[C:17]([C:21]3[CH:26]=[CH:25][CH:24]=[CH:23][C:22]=3[OH:27])[CH:18]=[CH:19][CH:20]=2)[NH:12][N:11]=1)=[O:9].C(=O)([O-])[O-].[Cs+].[Cs+].[F:36][C:37]1[CH:44]=[CH:43][C:40]([CH2:41]Br)=[CH:39][CH:38]=1, predict the reaction product. The product is: [CH3:1][Si:2]([CH3:29])([CH3:28])[CH2:3][CH2:4][O:5][CH2:6][NH:7][C:8]([C:10]1[N:14]=[C:13]([C:15]2[CH:16]=[C:17]([C:21]3[CH:26]=[CH:25][CH:24]=[CH:23][C:22]=3[O:27][CH2:41][C:40]3[CH:43]=[CH:44][C:37]([F:36])=[CH:38][CH:39]=3)[CH:18]=[CH:19][CH:20]=2)[NH:12][N:11]=1)=[O:9]. (3) Given the reactants [C:1](=[O:4])([OH:3])O.[I:5][C:6]1[CH:7]=[C:8]([CH:14]=[CH:15][CH:16]=1)[CH2:9][NH:10][C:11]([NH2:13])=[NH:12].[OH-].[Na+].[C:19]([O:23][C:24](O[C:24]([O:23][C:19]([CH3:22])([CH3:21])[CH3:20])=[O:25])=[O:25])([CH3:22])([CH3:21])[CH3:20], predict the reaction product. The product is: [C:1]([NH:12][C:11]([NH:13][C:24]([O:23][C:19]([CH3:22])([CH3:20])[CH3:21])=[O:25])=[N:10][CH2:9][C:8]1[CH:14]=[CH:15][CH:16]=[C:6]([I:5])[CH:7]=1)([O:3][C:8]([CH3:14])([CH3:9])[CH3:7])=[O:4]. (4) Given the reactants Cl[C:2]1[C:7]([C:8]([OH:10])=[O:9])=[CH:6][N:5]=[C:4]([Cl:11])[C:3]=1[Cl:12].[Cl:13][C:14]1[CH:20]=[CH:19][C:17]([NH2:18])=[C:16]([F:21])[CH:15]=1, predict the reaction product. The product is: [Cl:12][C:3]1[C:4]([Cl:11])=[N:5][CH:6]=[C:7]([C:2]=1[NH:18][C:17]1[CH:19]=[CH:20][C:14]([Cl:13])=[CH:15][C:16]=1[F:21])[C:8]([OH:10])=[O:9].